This data is from Catalyst prediction with 721,799 reactions and 888 catalyst types from USPTO. The task is: Predict which catalyst facilitates the given reaction. Reactant: [C:1]([C:4]1[C:12]2[C:7](=[CH:8][CH:9]=[CH:10][CH:11]=2)[N:6]([CH2:13][C:14]([O:16]C(C)(C)C)=[O:15])[N:5]=1)(=[O:3])[CH3:2].C(O)(C(F)(F)F)=O. Product: [C:1]([C:4]1[C:12]2[C:7](=[CH:8][CH:9]=[CH:10][CH:11]=2)[N:6]([CH2:13][C:14]([OH:16])=[O:15])[N:5]=1)(=[O:3])[CH3:2]. The catalyst class is: 61.